This data is from Catalyst prediction with 721,799 reactions and 888 catalyst types from USPTO. The task is: Predict which catalyst facilitates the given reaction. (1) Reactant: [F:1][C:2]1[CH:7]=[CH:6][C:5]([N:8]2[C:12]([C:13]3[CH:18]=[CH:17][C:16]([OH:19])=[C:15]([N+:20]([O-])=O)[CH:14]=3)=[CH:11][C:10]([C:23]([F:26])([F:25])[F:24])=[N:9]2)=[CH:4][CH:3]=1. Product: [NH2:20][C:15]1[CH:14]=[C:13]([C:12]2[N:8]([C:5]3[CH:4]=[CH:3][C:2]([F:1])=[CH:7][CH:6]=3)[N:9]=[C:10]([C:23]([F:26])([F:25])[F:24])[CH:11]=2)[CH:18]=[CH:17][C:16]=1[OH:19]. The catalyst class is: 183. (2) Reactant: [Cl:1][C:2]1[CH:3]=[C:4]([CH:9]2[CH2:13][CH2:12][CH2:11][NH:10]2)[CH:5]=[CH:6][C:7]=1[Cl:8].[C:14](#[N:17])[CH:15]=[CH2:16]. Product: [Cl:1][C:2]1[CH:3]=[C:4]([CH:9]2[CH2:13][CH2:12][CH2:11][N:10]2[CH2:16][CH2:15][C:14]#[N:17])[CH:5]=[CH:6][C:7]=1[Cl:8]. The catalyst class is: 5. (3) Reactant: [H-].[Al+3].[Li+].[H-].[H-].[H-].CON(C)[C:10]([CH:12]1[CH2:14][CH:13]1[C:15]1[C:16]2[CH:23]=[CH:22][CH:21]=[CH:20][C:17]=2[S:18][CH:19]=1)=[O:11]. Product: [S:18]1[CH:19]=[C:15]([C@@H:13]2[CH2:14][C@H:12]2[CH:10]=[O:11])[C:16]2[CH:23]=[CH:22][CH:21]=[CH:20][C:17]1=2. The catalyst class is: 7.